Dataset: Reaction yield outcomes from USPTO patents with 853,638 reactions. Task: Predict the reaction yield, written as a fraction of the theoretical maximum amount of product (1.0 means a 100% yield; for example, 0.34 means a 34% yield). (1) The reactants are Br[C:2]1[CH:3]=[CH:4][C:5]2[O:6][CH2:7][C:8](=[O:12])[NH:9][C:10]=2[N:11]=1.[C:13]1(/[CH:19]=[CH:20]/B(O)O)[CH:18]=[CH:17][CH:16]=[CH:15][CH:14]=1.C(=O)([O-])[O-].[K+].[K+]. The catalyst is O1CCOCC1.O.CCOC(C)=O.C1C=CC([P]([Pd]([P](C2C=CC=CC=2)(C2C=CC=CC=2)C2C=CC=CC=2)([P](C2C=CC=CC=2)(C2C=CC=CC=2)C2C=CC=CC=2)[P](C2C=CC=CC=2)(C2C=CC=CC=2)C2C=CC=CC=2)(C2C=CC=CC=2)C2C=CC=CC=2)=CC=1. The product is [CH:20](/[C:2]1[CH:3]=[CH:4][C:5]2[O:6][CH2:7][C:8](=[O:12])[NH:9][C:10]=2[N:11]=1)=[CH:19]\[C:13]1[CH:18]=[CH:17][CH:16]=[CH:15][CH:14]=1. The yield is 0.380. (2) The reactants are C1(S([N:10]2[C:18]3[C:13](=[CH:14][C:15]([CH2:19][CH3:20])=[CH:16][CH:17]=3)[CH2:12][CH2:11]2)(=O)=O)C=CC=CC=1.[OH-].[Na+]. The catalyst is Br. The product is [CH2:19]([C:15]1[CH:14]=[C:13]2[C:18](=[CH:17][CH:16]=1)[NH:10][CH2:11][CH2:12]2)[CH3:20]. The yield is 0.320. (3) The catalyst is O1CCOCC1. The yield is 1.00. The reactants are [CH3:1][O:2][C:3]1[CH:8]=[CH:7][C:6]([NH2:9])=[CH:5][CH:4]=1.[CH2:10]([O:12][C:13]([C:15]1[CH:16]=[N:17][C:18]2[C:23]([C:24]=1Cl)=[CH:22][C:21]([Br:26])=[CH:20][CH:19]=2)=[O:14])[CH3:11]. The product is [Br:26][C:21]1[CH:22]=[C:23]2[C:18](=[CH:19][CH:20]=1)[N:17]=[CH:16][C:15]([C:13]([O:12][CH2:10][CH3:11])=[O:14])=[C:24]2[NH:9][C:6]1[CH:7]=[CH:8][C:3]([O:2][CH3:1])=[CH:4][CH:5]=1.